This data is from hERG potassium channel inhibition data for cardiac toxicity prediction from Karim et al.. The task is: Regression/Classification. Given a drug SMILES string, predict its toxicity properties. Task type varies by dataset: regression for continuous values (e.g., LD50, hERG inhibition percentage) or binary classification for toxic/non-toxic outcomes (e.g., AMES mutagenicity, cardiotoxicity, hepatotoxicity). Dataset: herg_karim. (1) The drug is Cc1nc2n(c(=O)c1CCN1CCC(C3NOc4cc(F)ccc43)CC1)CCCC2. The result is 1 (blocker). (2) The drug is COc1cnc(-c2cccc3c2C[C@H](NC(=O)c2ccc(COCC(F)(F)F)nc2)CO3)cn1. The result is 0 (non-blocker). (3) The compound is COc1cc(N2CCN(C(=O)CN)CC2)ccc1Nc1ncc(Cl)c(-c2cnc3ccccn23)n1. The result is 0 (non-blocker). (4) The molecule is Cc1cccc(CN2C3CCC2CC(Oc2cccc(C(N)=O)c2)C3)c1. The result is 1 (blocker). (5) The compound is COc1cccc(C(=O)Cn2c(=O)c3c(c(C#N)c(N4CCC[C@H](N)C4)n3Cc3ccccc3)n(C)c2=O)c1. The result is 1 (blocker). (6) The compound is N#Cc1ccc2cc1Oc1ccc3cccc(c3c1)N1CC[C@H](NC(=O)Cc3cncn3C2)C1=O. The result is 0 (non-blocker).